This data is from Peptide-MHC class I binding affinity with 185,985 pairs from IEDB/IMGT. The task is: Regression. Given a peptide amino acid sequence and an MHC pseudo amino acid sequence, predict their binding affinity value. This is MHC class I binding data. (1) The peptide sequence is SLICGAALY. The MHC is HLA-A11:01 with pseudo-sequence HLA-A11:01. The binding affinity (normalized) is 0.254. (2) The peptide sequence is LRRWGGTCR. The MHC is HLA-A03:01 with pseudo-sequence HLA-A03:01. The binding affinity (normalized) is 0.